This data is from HIV replication inhibition screening data with 41,000+ compounds from the AIDS Antiviral Screen. The task is: Binary Classification. Given a drug SMILES string, predict its activity (active/inactive) in a high-throughput screening assay against a specified biological target. (1) The compound is CCC12CCCN(Cc3ccccc3)C1c1c([nH]c3ccccc13)C(C(=O)OC)C2.Cl. The result is 0 (inactive). (2) The compound is COC(=O)c1cc(CC2Cc3cc4c(cc3C2=O)CCC4)cc2c1CCC2. The result is 1 (active). (3) The compound is CCOC(=O)N1CCC(=O)CC1CC=CP1(=O)OC(c2ccccc2)C(C)N1C(C)C. The result is 0 (inactive). (4) The drug is CCCCCCCCCC=C(c1cc(Br)c(OC)c(C(=O)OC)c1)c1cc(Br)c(OC)c(C(=O)OC)c1. The result is 0 (inactive).